The task is: Predict the reaction yield, written as a fraction of the theoretical maximum amount of product (1.0 means a 100% yield; for example, 0.34 means a 34% yield).. This data is from Reaction yield outcomes from USPTO patents with 853,638 reactions. (1) The reactants are Cl[C:2]1[CH:3]=[CH:4][C:5]2[N:6]([CH:8]=[CH:9][N:10]=2)[N:7]=1.[SH:11][C:12]1[CH:21]=[CH:20][CH:19]=[CH:18][C:13]=1[C:14]([O:16][CH3:17])=[O:15].C(=O)([O-])[O-].[K+].[K+]. The catalyst is CN(C)C=O. The product is [N:10]1[CH:9]=[CH:8][N:6]2[C:5]=1[CH:4]=[CH:3][C:2]([S:11][C:12]1[CH:21]=[CH:20][CH:19]=[CH:18][C:13]=1[C:14]([O:16][CH3:17])=[O:15])=[N:7]2. The yield is 0.230. (2) The reactants are [CH3:1][O:2][C:3]([C:5]1[CH:14]=[C:13]([OH:15])[C:12]2[C:7](=[C:8]([NH2:16])[CH:9]=[CH:10][CH:11]=2)[N:6]=1)=[O:4].[CH:17](=O)[C:18]1[CH:23]=[CH:22][CH:21]=[CH:20][CH:19]=1.[BH4-].[Na+]. The catalyst is CO. The product is [CH3:1][O:2][C:3]([C:5]1[CH:14]=[C:13]([OH:15])[C:12]2[C:7](=[C:8]([NH:16][CH2:17][C:18]3[CH:23]=[CH:22][CH:21]=[CH:20][CH:19]=3)[CH:9]=[CH:10][CH:11]=2)[N:6]=1)=[O:4]. The yield is 0.850.